This data is from Full USPTO retrosynthesis dataset with 1.9M reactions from patents (1976-2016). The task is: Predict the reactants needed to synthesize the given product. (1) Given the product [F:23][C:24]1[CH:31]=[CH:30][CH:29]=[CH:28][C:25]=1/[CH:26]=[CH:7]/[C:8]1[CH:13]=[CH:12][C:11]([S:14]([C:17]2[CH:22]=[CH:21][CH:20]=[CH:19][CH:18]=2)(=[O:16])=[O:15])=[CH:10][CH:9]=1, predict the reactants needed to synthesize it. The reactants are: COP([CH2:7][C:8]1[CH:13]=[CH:12][C:11]([S:14]([C:17]2[CH:22]=[CH:21][CH:20]=[CH:19][CH:18]=2)(=[O:16])=[O:15])=[CH:10][CH:9]=1)(=O)OC.[F:23][C:24]1[CH:31]=[CH:30][CH:29]=[CH:28][C:25]=1[CH:26]=O. (2) Given the product [CH:1]1([C:4]([NH:6][C:7]2[N:8]=[CH:9][C:10]3[C:15]([CH:16]=2)=[CH:14][CH:13]=[C:12]([C:17]2[CH:18]=[C:19]([CH:23]=[CH:24][C:25]=2[CH3:26])[C:20]([NH:32][C:28]2([CH3:27])[CH2:31][CH2:30][CH2:29]2)=[O:22])[CH:11]=3)=[O:5])[CH2:2][CH2:3]1, predict the reactants needed to synthesize it. The reactants are: [CH:1]1([C:4]([NH:6][C:7]2[N:8]=[CH:9][C:10]3[C:15]([CH:16]=2)=[CH:14][CH:13]=[C:12]([C:17]2[CH:18]=[C:19]([CH:23]=[CH:24][C:25]=2[CH3:26])[C:20]([OH:22])=O)[CH:11]=3)=[O:5])[CH2:3][CH2:2]1.[CH3:27][C:28]1([NH2:32])[CH2:31][CH2:30][CH2:29]1.F[P-](F)(F)(F)(F)F.N1(O[P+](N2CCCC2)(N2CCCC2)N2CCCC2)C2N=CC=CC=2N=N1.C(N(CC)C(C)C)(C)C.CN(C)C=O. (3) The reactants are: NC1C(C2C=CC(C(NC3C=CC(C(C)(C)C)=CC=3)=O)=CC=2)=NC=CC=1.[CH:27]([C:30]1[CH:31]=[C:32](B(O)O)[CH:33]=[CH:34][CH:35]=1)([CH3:29])[CH3:28].CO[C:41](=[O:49])[C:42]1[CH:47]=[CH:46][C:45](Cl)=[N:44][CH:43]=1.[O:50]1[C:55]2[CH:56]=[CH:57][C:58]([NH2:60])=[CH:59][C:54]=2[O:53][CH2:52][CH2:51]1. Given the product [O:50]1[C:55]2[CH:56]=[CH:57][C:58]([NH:60][C:41](=[O:49])[C:42]3[CH:47]=[CH:46][C:45]([C:32]4[CH:33]=[CH:34][CH:35]=[C:30]([CH:27]([CH3:29])[CH3:28])[CH:31]=4)=[N:44][CH:43]=3)=[CH:59][C:54]=2[O:53][CH2:52][CH2:51]1, predict the reactants needed to synthesize it. (4) Given the product [CH3:1][O:2][C:3]([C:5]1[N:10]=[C:9]([Br:11])[C:8]2[N:12]=[C:13]([C:15]3[CH:16]=[CH:17][CH:18]=[CH:19][CH:20]=3)[O:14][C:7]=2[C:6]=1[O:21][C:24](=[O:25])[C:23]([CH3:28])([CH3:27])[CH3:22])=[O:4], predict the reactants needed to synthesize it. The reactants are: [CH3:1][O:2][C:3]([C:5]1[N:10]=[C:9]([Br:11])[C:8]2[N:12]=[C:13]([C:15]3[CH:20]=[CH:19][CH:18]=[CH:17][CH:16]=3)[O:14][C:7]=2[C:6]=1[OH:21])=[O:4].[CH3:22][C:23]([CH3:28])([CH3:27])[C:24](Cl)=[O:25].C(N(CC)CC)C. (5) Given the product [C:1]1([CH:7]([NH:16][C:17]2[CH:22]=[CH:21][C:20]([CH2:23][CH2:24][CH2:25][CH2:26][NH:27][C:28]3[CH:33]=[CH:32][CH:31]=[CH:30][N:29]=3)=[CH:19][CH:18]=2)[CH2:8][C:9]([OH:11])=[O:10])[CH:6]=[CH:5][CH:4]=[CH:3][CH:2]=1, predict the reactants needed to synthesize it. The reactants are: [C:1]1([CH:7]([NH:16][C:17]2[CH:22]=[CH:21][C:20]([CH2:23][CH2:24][CH2:25][CH2:26][N:27](C(OC(C)(C)C)=O)[C:28]3[CH:33]=[CH:32][CH:31]=[CH:30][N:29]=3)=[CH:19][CH:18]=2)[CH2:8][C:9]([O:11]C(C)(C)C)=[O:10])[CH:6]=[CH:5][CH:4]=[CH:3][CH:2]=1.